Dataset: hERG Central: cardiac toxicity at 1µM, 10µM, and general inhibition. Task: Predict hERG channel inhibition at various concentrations. Results: hERG_inhib (hERG inhibition (general)): blocker. The compound is CCc1ccc(OCC(=O)NNC(=O)c2nn(CC)c(=O)c3ccccc23)cc1.